From a dataset of Experimentally validated miRNA-target interactions with 360,000+ pairs, plus equal number of negative samples. Binary Classification. Given a miRNA mature sequence and a target amino acid sequence, predict their likelihood of interaction. (1) Result: 0 (no interaction). The miRNA is hsa-miR-590-5p with sequence GAGCUUAUUCAUAAAAGUGCAG. The protein sequence of the target gene is MAAAPLKVCIVGSGNWGSAVAKIIGNNVKKLQKFASTVKMWVFEETVNGRKLTDIINNDHENVKYLPGHKLPENVVAMSNLSEAVQDADLLVFVIPHQFIHRICDEITGRVPKKALGITLIKGIDEGPEGLKLISDIIREKMGIDISVLMGANIANEVAAEKFCETTIGSKVMENGLLFKELLQTPNFRITVVDDADTVELCGALKNIVAVGAGFCDGLRCGDNTKAAVIRLGLMEMIAFARIFCKGQVSTATFLESCGVADLITTCYGGRNRRVAEAFARTGKTIEELEKEMLNGQKLQ.... (2) The miRNA is mmu-miR-328-3p with sequence CUGGCCCUCUCUGCCCUUCCGU. The protein sequence of the target gene is MHSPGSTGPGDGRAADIMDICESILERKRHDSERSTCSVLEQTDIEAVEALVCMSSWGQRSQMRPLTPVSDSGDVTTAVLMDTAAPDLPKDFHSFSTLCITPPQSPELTEPSTGTPVPSQVVNSKGCMVTALPPSPAGGPRTLSKREPLEPASGSSCRAVMTSVIRHTGESPAPTRFPTGPTQEQRASDSGEGQERLLDHLEALQDTRLANGLLVTNLVSCQPCLHKSGGSFPTDKGQQTGWPAAVQTCLPKNPESDLSRKITPLISVPVSSPPVLCQMIPVAGQNGLFSAFLKPPTQLP.... Result: 0 (no interaction). (3) The miRNA is hsa-miR-6894-5p with sequence AGGAGGAUGGAGAGCUGGGCCAGA. The protein sequence of the target gene is MSNELDFRSVRLLKNDPVSFQKFPYSNEDEAWKTYLENPLTAATKAMMRVNGDEESVAALSFLYDYYMGPKEKRILSSSTGGRNDQGKKFYHSMDYEPDLAPLESPTHLMKFLTENVSGSPDYTDQLKKNNLLGLEGVLPTPGKTNTVPPGPSKLEASSMDSYLLPASDIYDNGSLNSLFESIHGVPPTQRWQPDSTFKDDPQESLLFPDILKTSPDPPCPEDYPGLKSDFEYTLGSPKAIHIKAGESPMAYLNKGQFYPVTLRTPAGGKGLALSSSKVKSVVMVVFDNDKVPVEQLRFW.... Result: 0 (no interaction).